Dataset: Forward reaction prediction with 1.9M reactions from USPTO patents (1976-2016). Task: Predict the product of the given reaction. (1) Given the reactants [O:1]=[C:2]1[N:6]([C:7]2[CH:12]=[CH:11][CH:10]=[CH:9][CH:8]=2)[N:5]=[C:4]([C:13]([OH:15])=O)[NH:3]1.CN(C(ON1N=NC2C=CC(=CC1=2)Cl)=[N+](C)C)C.F[P-](F)(F)(F)(F)F.CN(C=O)C.CCN(C(C)C)C(C)C.C([O:57][C:58](=[O:79])[C@H:59]([OH:78])[CH2:60][N:61]([CH2:63][C:64]1[CH:69]=[CH:68][C:67]([C:70]2[CH:75]=[C:74]([Cl:76])[CH:73]=[CH:72][C:71]=2[F:77])=[CH:66][CH:65]=1)[NH2:62])C.CCO.[Li+].[OH-].O, predict the reaction product. The product is: [Cl:76][C:74]1[CH:73]=[CH:72][C:71]([F:77])=[C:70]([C:67]2[CH:68]=[CH:69][C:64]([CH2:63][N:61]([CH2:60][C@@H:59]([OH:78])[C:58]([OH:79])=[O:57])[NH:62][C:13]([C:4]3[NH:3][C:2](=[O:1])[N:6]([C:7]4[CH:8]=[CH:9][CH:10]=[CH:11][CH:12]=4)[N:5]=3)=[O:15])=[CH:65][CH:66]=2)[CH:75]=1. (2) Given the reactants [N+:1]([C:4]1[CH:5]=[C:6]2[C:10](=[CH:11][CH:12]=1)[NH:9][CH:8]=[C:7]2[C:13]1[CH:18]2[CH2:19][CH2:20][N:15]([CH2:16][CH2:17]2)[CH:14]=1)([O-])=O.I.CS[C:24]([C:26]1[S:27][CH:28]=[CH:29][CH:30]=1)=[NH:25], predict the reaction product. The product is: [N:15]12[CH2:20][CH2:19][CH:18]([CH2:17][CH2:16]1)[C:13]([C:7]1[C:6]3[C:10](=[CH:11][CH:12]=[C:4]([NH:1][C:24]([C:26]4[S:27][CH:28]=[CH:29][CH:30]=4)=[NH:25])[CH:5]=3)[NH:9][CH:8]=1)=[CH:14]2. (3) Given the reactants Cl.[CH3:2][NH:3][C:4]1[CH:23]=[CH:22][C:7]2[N:8]([CH2:15][CH:16]3[CH2:21][CH2:20][O:19][CH2:18][CH2:17]3)[C:9]([C:11]([F:14])([F:13])[F:12])=[N:10][C:6]=2[CH:5]=1.[N+:24]([C:27]1[CH:32]=[CH:31][C:30]([S:33](Cl)(=[O:35])=[O:34])=[CH:29][CH:28]=1)([O-:26])=[O:25], predict the reaction product. The product is: [CH3:2][N:3]([C:4]1[CH:23]=[CH:22][C:7]2[N:8]([CH2:15][CH:16]3[CH2:21][CH2:20][O:19][CH2:18][CH2:17]3)[C:9]([C:11]([F:12])([F:13])[F:14])=[N:10][C:6]=2[CH:5]=1)[S:33]([C:30]1[CH:29]=[CH:28][C:27]([N+:24]([O-:26])=[O:25])=[CH:32][CH:31]=1)(=[O:34])=[O:35]. (4) Given the reactants FC(F)(F)C(O)=O.[Cl:8][C:9]1[CH:14]=[C:13]2[NH:15][C:16](=[O:38])[C:17]3([CH:21]([C:22]4[CH:27]=[CH:26][CH:25]=[C:24]([Cl:28])[C:23]=4[F:29])[CH:20]([C:30]([OH:32])=O)[NH:19][CH:18]3[CH2:33][C:34]([CH3:37])([CH3:36])[CH3:35])[C:12]2=[CH:11][CH:10]=1.C(N(C(C)C)CC)(C)C.C1(P(Cl)(C2C=CC=CC=2)=O)C=CC=CC=1.[NH2:63][C:64]1[CH:65]=[N:66][C:67]([C:70]#[N:71])=[CH:68][CH:69]=1, predict the reaction product. The product is: [C:70]([C:67]1[N:66]=[CH:65][C:64]([NH:63][C:30]([CH:20]2[NH:19][CH:18]([CH2:33][C:34]([CH3:36])([CH3:35])[CH3:37])[C:17]3([C:12]4[C:13](=[CH:14][C:9]([Cl:8])=[CH:10][CH:11]=4)[NH:15][C:16]3=[O:38])[CH:21]2[C:22]2[CH:27]=[CH:26][CH:25]=[C:24]([Cl:28])[C:23]=2[F:29])=[O:32])=[CH:69][CH:68]=1)#[N:71]. (5) Given the reactants [CH3:1][O:2][C:3]1[CH:19]=[CH:18][C:6]([CH2:7][O:8][C:9]2[CH:10]=[CH:11][C:12]([Br:17])=[C:13]([CH2:15][OH:16])[CH:14]=2)=[CH:5][CH:4]=1.[Br:20][CH2:21]/[CH:22]=[CH:23]/[CH2:24]Br.[OH-].[Na+], predict the reaction product. The product is: [CH3:1][O:2][C:3]1[CH:4]=[CH:5][C:6]([CH2:7][O:8][C:9]2[CH:10]=[CH:11][C:12]([Br:17])=[C:13]([CH2:15][O:16][CH2:24]/[CH:23]=[CH:22]/[CH2:21][Br:20])[CH:14]=2)=[CH:18][CH:19]=1. (6) Given the reactants [NH2:1][C:2]1[S:3][C:4]2[CH:10]=[C:9]([C:11](OCC)=[O:12])[CH:8]=[CH:7][C:5]=2[N:6]=1.[H-].[H-].[H-].[H-].[Li+].[Al+3], predict the reaction product. The product is: [NH2:1][C:2]1[S:3][C:4]2[CH:10]=[C:9]([CH2:11][OH:12])[CH:8]=[CH:7][C:5]=2[N:6]=1.